This data is from Forward reaction prediction with 1.9M reactions from USPTO patents (1976-2016). The task is: Predict the product of the given reaction. (1) Given the reactants [O:1]1[C:5]2[CH:6]=[CH:7][C:8]([CH:10]=[CH:11][C:12]([OH:14])=[O:13])=[CH:9][C:4]=2[O:3][CH2:2]1.S(Cl)(Cl)=O.[CH3:19]O, predict the reaction product. The product is: [CH3:19][O:13][C:12](=[O:14])[CH:11]=[CH:10][C:8]1[CH:7]=[CH:6][C:5]2[O:1][CH2:2][O:3][C:4]=2[CH:9]=1. (2) Given the reactants [C:1]([N:4]1[C:13]2[C:8](=[CH:9][C:10]([C:14]3[CH:15]=[N:16][N:17]([CH2:19][CH2:20][N:21]([CH3:29])[C:22](=[O:28])[O:23][C:24]([CH3:27])([CH3:26])[CH3:25])[CH:18]=3)=[CH:11][CH:12]=2)[C@@H:7]([NH:30]C(OCC2C=CC=CC=2)=O)[C@H:6]([CH3:41])[C@H:5]1[CH:42]1[CH2:44][CH2:43]1)(=[O:3])[CH3:2].C(OCC)(=O)C.C([O-])=O.[NH4+], predict the reaction product. The product is: [C:1]([N:4]1[C:13]2[C:8](=[CH:9][C:10]([C:14]3[CH:15]=[N:16][N:17]([CH2:19][CH2:20][N:21]([CH3:29])[C:22](=[O:28])[O:23][C:24]([CH3:25])([CH3:27])[CH3:26])[CH:18]=3)=[CH:11][CH:12]=2)[C@H:7]([NH2:30])[C@@H:6]([CH3:41])[C@@H:5]1[CH:42]1[CH2:43][CH2:44]1)(=[O:3])[CH3:2]. (3) Given the reactants [C:1]([C:3]1[CH:8]=[CH:7][C:6]([C:9]2[CH:14]=[CH:13][C:12]([O:15][CH2:16][CH2:17][CH2:18][C:19]([OH:21])=[O:20])=[CH:11][CH:10]=2)=[CH:5][CH:4]=1)#[N:2].C([O-])([O-])=O.[K+].[K+].Cl.[NH2:29][OH:30].Cl, predict the reaction product. The product is: [OH:30][NH:29][C:1]([C:3]1[CH:4]=[CH:5][C:6]([C:9]2[CH:14]=[CH:13][C:12]([O:15][CH2:16][CH2:17][CH2:18][C:19]([OH:21])=[O:20])=[CH:11][CH:10]=2)=[CH:7][CH:8]=1)=[NH:2]. (4) Given the reactants [Br:1][C:2]1[C:3]([O:9][CH3:10])=[N:4][C:5](Cl)=[CH:6][CH:7]=1.[NH:11]1[CH2:15][CH2:14][CH:13]([OH:16])[CH2:12]1.C(N(CC)CC)C.CS(C)=O, predict the reaction product. The product is: [Br:1][C:2]1[CH:7]=[CH:6][C:5]([N:11]2[CH2:15][CH2:14][CH:13]([OH:16])[CH2:12]2)=[N:4][C:3]=1[O:9][CH3:10]. (5) Given the reactants [CH3:1][C:2]1[N:6]([CH2:7][CH2:8][C:9]2[CH:14]=[CH:13][C:12]([O:15][CH2:16][CH:17]3[CH2:22][CH2:21][CH:20]([CH2:23][CH2:24][CH2:25][CH2:26][CH3:27])[CH2:19][CH2:18]3)=[CH:11][CH:10]=2)[C:5]([C:28]2[CH:47]=[CH:46][C:31]([O:32][C@H:33]([CH2:39][C:40]3[CH:45]=[CH:44][CH:43]=[CH:42][CH:41]=3)[C:34]([O:36]CC)=[O:35])=[CH:30][CH:29]=2)=[CH:4][CH:3]=1.[OH-].[K+].Cl, predict the reaction product. The product is: [CH3:1][C:2]1[N:6]([CH2:7][CH2:8][C:9]2[CH:10]=[CH:11][C:12]([O:15][CH2:16][CH:17]3[CH2:18][CH2:19][CH:20]([CH2:23][CH2:24][CH2:25][CH2:26][CH3:27])[CH2:21][CH2:22]3)=[CH:13][CH:14]=2)[C:5]([C:28]2[CH:29]=[CH:30][C:31]([O:32][C@H:33]([CH2:39][C:40]3[CH:45]=[CH:44][CH:43]=[CH:42][CH:41]=3)[C:34]([OH:36])=[O:35])=[CH:46][CH:47]=2)=[CH:4][CH:3]=1. (6) Given the reactants [Cl:1][C:2]1[C:7]([N:8](C)[C:9](=O)C(C)(C)C)=[CH:6][CH:5]=[C:4]([C:16]2[S:17][C:18]3[CH:24]=[C:23]([O:25][CH3:26])[CH:22]=[CH:21][C:19]=3[N:20]=2)[N:3]=1.[F-].[Cs+].[O-]P([O-])([O-])=O.[K+].[K+].[K+], predict the reaction product. The product is: [Cl:1][C:2]1[C:7]([NH:8][CH3:9])=[CH:6][CH:5]=[C:4]([C:16]2[S:17][C:18]3[CH:24]=[C:23]([O:25][CH3:26])[CH:22]=[CH:21][C:19]=3[N:20]=2)[N:3]=1. (7) Given the reactants [F:1][C:2]1[CH:23]=[CH:22][C:5]([CH2:6][N:7]2[CH2:12][CH2:11][N:10]([C:13]([C:15]3[CH:16]=[N:17][C:18](Br)=[CH:19][CH:20]=3)=[O:14])[CH2:9][CH2:8]2)=[CH:4][CH:3]=1.[CH2:24]([O:31][C:32]1[CH:37]=[CH:36][C:35](B(O)O)=[CH:34][CH:33]=1)[C:25]1[CH:30]=[CH:29][CH:28]=[CH:27][CH:26]=1.P([O-])([O-])([O-])=O.[K+].[K+].[K+].COC1C=CC=C(OC)C=1C1C=CC=CC=1P(C1CCCCC1)C1CCCCC1, predict the reaction product. The product is: [F:1][C:2]1[CH:23]=[CH:22][C:5]([CH2:6][N:7]2[CH2:12][CH2:11][N:10]([C:13]([C:15]3[CH:16]=[N:17][C:18]([C:35]4[CH:36]=[CH:37][C:32]([O:31][CH2:24][C:25]5[CH:30]=[CH:29][CH:28]=[CH:27][CH:26]=5)=[CH:33][CH:34]=4)=[CH:19][CH:20]=3)=[O:14])[CH2:9][CH2:8]2)=[CH:4][CH:3]=1. (8) The product is: [F:1][C:2]([F:15])([F:14])[CH2:3][S:4][C:5]1[CH:13]=[CH:12][CH:11]=[CH:10][C:6]=1[C:7]([NH2:26])=[O:8]. Given the reactants [F:1][C:2]([F:15])([F:14])[CH2:3][S:4][C:5]1[CH:13]=[CH:12][CH:11]=[CH:10][C:6]=1[C:7](O)=[O:8].C(Cl)CCl.C1C=CC2N(O)N=[N:26]C=2C=1.[OH-].[NH4+], predict the reaction product. (9) Given the reactants [CH3:1][P:2]([O:6][CH3:7])([O:4][CH3:5])=[O:3].[Li]CCCC.[CH3:13][C:14]1([CH3:25])[CH2:19][CH2:18][CH:17]([C:20](OCC)=[O:21])[CH2:16][CH2:15]1, predict the reaction product. The product is: [CH3:13][C:14]1([CH3:25])[CH2:19][CH2:18][CH:17]([C:20](=[O:21])[CH2:1][P:2](=[O:3])([O:6][CH3:7])[O:4][CH3:5])[CH2:16][CH2:15]1. (10) The product is: [C:40]([O:39][C@@H:34]1[CH2:33][C@@:31]2([CH3:32])[C@@H:27]([CH2:28][CH2:29][C:30]2=[O:43])[C@H:26]2[C@H:35]1[C@@H:36]1[C:23]([CH:24]=[CH:25]2)=[CH:22][C:21](=[O:20])[CH2:38][CH2:37]1)(=[O:42])[CH3:41]. Given the reactants C([O-])(=O)C.[Na+].BrN1C(C)(C)C(=O)N(Br)C1=O.C([O:20][C:21]1[CH2:38][CH2:37][C@H:36]2[C:23](=[CH:24][CH2:25][C@@H:26]3[C@@H:35]2[C@H:34]([O:39][C:40](=[O:42])[CH3:41])[CH2:33][C@@:31]2([CH3:32])[C@H:27]3[CH2:28][CH2:29][C:30]2=[O:43])[CH:22]=1)(=O)C.S([O-])([O-])=O.[Na+].[Na+].[Br-].[Li+].C(=O)([O-])[O-].[Li+].[Li+], predict the reaction product.